The task is: Predict the reaction yield, written as a fraction of the theoretical maximum amount of product (1.0 means a 100% yield; for example, 0.34 means a 34% yield).. This data is from Buchwald-Hartwig C-N cross coupling reaction yields with 55,370 reactions. (1) The reactants are Clc1ccccn1.Cc1ccc(N)cc1.O=S(=O)(O[Pd]1c2ccccc2-c2ccccc2N~1)C(F)(F)F.COc1ccc(OC)c(P(C(C)(C)C)C(C)(C)C)c1-c1c(C(C)C)cc(C(C)C)cc1C(C)C.CCN=P(N=P(N(C)C)(N(C)C)N(C)C)(N(C)C)N(C)C.Cc1cc(C)on1. No catalyst specified. The product is Cc1ccc(Nc2ccccn2)cc1. The yield is 0.735. (2) The reactants are Clc1ccccn1.Cc1ccc(N)cc1.O=S(=O)(O[Pd]1c2ccccc2-c2ccccc2N~1)C(F)(F)F.COc1ccc(OC)c(P([C@]23C[C@H]4C[C@H](C[C@H](C4)C2)C3)[C@]23C[C@H]4C[C@H](C[C@H](C4)C2)C3)c1-c1c(C(C)C)cc(C(C)C)cc1C(C)C.CN1CCCN2CCCN=C12.COC(=O)c1cc(-c2ccco2)on1. No catalyst specified. The product is Cc1ccc(Nc2ccccn2)cc1. The yield is 0.472. (3) The reactants are Brc1cccnc1.Cc1ccc(N)cc1.O=S(=O)(O[Pd]1c2ccccc2-c2ccccc2N~1)C(F)(F)F.COc1ccc(OC)c(P(C(C)(C)C)C(C)(C)C)c1-c1c(C(C)C)cc(C(C)C)cc1C(C)C.CN1CCCN2CCCN=C12.c1ccc(-c2ccon2)cc1. No catalyst specified. The product is Cc1ccc(Nc2cccnc2)cc1. The yield is 0.896.